This data is from Catalyst prediction with 721,799 reactions and 888 catalyst types from USPTO. The task is: Predict which catalyst facilitates the given reaction. (1) Reactant: [CH3:1][O:2][C:3](=[O:16])[C:4]1[CH:12]=[C:11]([N+:13]([O-:15])=[O:14])[CH:10]=[C:6]([C:7]([NH2:9])=O)[CH:5]=1.CCN(CC)CC.FC(F)(F)C(OC(=O)C(F)(F)F)=O. Product: [CH3:1][O:2][C:3](=[O:16])[C:4]1[CH:12]=[C:11]([N+:13]([O-:15])=[O:14])[CH:10]=[C:6]([C:7]#[N:9])[CH:5]=1. The catalyst class is: 2. (2) Reactant: [NH2:1][C:2]1[CH:3]=[C:4]([S:8]([F:13])([F:12])([F:11])([F:10])[F:9])[CH:5]=[CH:6][CH:7]=1.C(=O)([O-])[O-].[Ca+2].[C:19](Cl)(Cl)=[S:20].Cl. Product: [N:1]([C:2]1[CH:3]=[C:4]([S:8]([F:13])([F:9])([F:10])([F:11])[F:12])[CH:5]=[CH:6][CH:7]=1)=[C:19]=[S:20]. The catalyst class is: 229. (3) Reactant: [C:9](O[C:9]([O:11][C:12]([CH3:15])([CH3:14])[CH3:13])=[O:10])([O:11][C:12]([CH3:15])([CH3:14])[CH3:13])=[O:10].[NH:16]1[CH2:21][CH2:20][NH:19][CH2:18][CH2:17]1.O. Product: [N:16]1([C:9]([O:11][C:12]([CH3:13])([CH3:14])[CH3:15])=[O:10])[CH2:21][CH2:20][NH:19][CH2:18][CH2:17]1. The catalyst class is: 4.